This data is from Forward reaction prediction with 1.9M reactions from USPTO patents (1976-2016). The task is: Predict the product of the given reaction. (1) Given the reactants [Cl:1][C:2]1[N:10]=[CH:9][CH:8]=[CH:7][C:3]=1[C:4](Cl)=[O:5].Cl.[CH3:12][NH:13][O:14][CH3:15], predict the reaction product. The product is: [Cl:1][C:2]1[N:10]=[CH:9][CH:8]=[CH:7][C:3]=1[C:4]([N:13]([O:14][CH3:15])[CH3:12])=[O:5]. (2) Given the reactants C(OC([N:8]1[CH2:13][CH2:12][CH:11]([NH:14][C:15]2[CH:20]=[CH:19][CH:18]=[C:17]([C:21]3[CH:26]=[CH:25][N:24]=[C:23](Cl)[N:22]=3)[CH:16]=2)[CH2:10][CH2:9]1)=O)(C)(C)C.[F:28][C:29]1[CH:30]=[C:31]([CH2:35][CH2:36][NH2:37])[CH:32]=[CH:33][CH:34]=1, predict the reaction product. The product is: [F:28][C:29]1[CH:30]=[C:31]([CH2:35][CH2:36][NH:37][C:23]2[N:22]=[C:21]([C:17]3[CH:18]=[CH:19][CH:20]=[C:15]([NH:14][CH:11]4[CH2:10][CH2:9][NH:8][CH2:13][CH2:12]4)[CH:16]=3)[CH:26]=[CH:25][N:24]=2)[CH:32]=[CH:33][CH:34]=1. (3) Given the reactants [CH2:1]([C:3]1[C:4]([NH:11][C@H:12]2[C@@H:16]([OH:17])[CH2:15][N:14]([C:18]([O:20][CH2:21][C:22]3[CH:27]=[CH:26][CH:25]=[CH:24][CH:23]=3)=[O:19])[CH2:13]2)=[N:5][C:6]([CH2:9][CH3:10])=[CH:7][N:8]=1)[CH3:2].N[C@H]1[C@H](O)CN(C(OCC2C=CC=CC=2)=O)C1, predict the reaction product. The product is: [CH2:1]([C:3]1[C:4]([NH:11][C@H:12]2[C@H:16]([OH:17])[CH2:15][N:14]([C:18]([O:20][CH2:21][C:22]3[CH:27]=[CH:26][CH:25]=[CH:24][CH:23]=3)=[O:19])[CH2:13]2)=[N:5][C:6]([CH2:9][CH3:10])=[CH:7][N:8]=1)[CH3:2]. (4) Given the reactants [F:1][C:2]1[CH:10]=[C:9]([I:11])[CH:8]=[CH:7][C:3]=1[C:4](O)=[O:5].C(Cl)(=O)C(Cl)=O.[NH3:18].C(Cl)Cl, predict the reaction product. The product is: [F:1][C:2]1[CH:10]=[C:9]([I:11])[CH:8]=[CH:7][C:3]=1[C:4]([NH2:18])=[O:5]. (5) Given the reactants CC1(C)C(C)(C)OB([C:9]2[CH:17]=[CH:16][CH:15]=[C:14]3[C:10]=2[CH2:11][CH2:12][C@H:13]3[NH:18][C:19](=[O:25])[O:20][C:21]([CH3:24])([CH3:23])[CH3:22])O1.Br[C:28]1[O:32][C:31]([C:33]2[CH:34]=[CH:35][C:36]([O:41][CH:42]([CH3:44])[CH3:43])=[C:37]([CH:40]=2)[C:38]#[N:39])=[N:30][CH:29]=1.C(=O)([O-])[O-].[K+].[K+].CC(O)C(O)C.O, predict the reaction product. The product is: [C:38]([C:37]1[CH:40]=[C:33]([C:31]2[O:32][C:28]([C:9]3[CH:17]=[CH:16][CH:15]=[C:14]4[C:10]=3[CH2:11][CH2:12][C@H:13]4[NH:18][C:19](=[O:25])[O:20][C:21]([CH3:22])([CH3:23])[CH3:24])=[CH:29][N:30]=2)[CH:34]=[CH:35][C:36]=1[O:41][CH:42]([CH3:44])[CH3:43])#[N:39]. (6) Given the reactants [CH2:1]([O:5][CH2:6][CH2:7][O:8][C:9]1[CH:14]=[CH:13][C:12]([C:15]2[CH:16]=[CH:17][C:18]3[NH:25][CH2:24][CH2:23][CH2:22][C:21]([C:26]([O:28][CH3:29])=[O:27])=[CH:20][C:19]=3[CH:30]=2)=[CH:11][CH:10]=1)[CH2:2][CH2:3][CH3:4].C(O)(=O)C.C(O)(=O)C.[C:39]1([Bi]([C:39]2[CH:44]=[CH:43][CH:42]=[CH:41][CH:40]=2)[C:39]2[CH:44]=[CH:43][CH:42]=[CH:41][CH:40]=2)[CH:44]=[CH:43][CH:42]=[CH:41][CH:40]=1.Cl.[OH-].[Na+], predict the reaction product. The product is: [CH2:1]([O:5][CH2:6][CH2:7][O:8][C:9]1[CH:10]=[CH:11][C:12]([C:15]2[CH:16]=[CH:17][C:18]3[N:25]([C:39]4[CH:44]=[CH:43][CH:42]=[CH:41][CH:40]=4)[CH2:24][CH2:23][CH2:22][C:21]([C:26]([O:28][CH3:29])=[O:27])=[CH:20][C:19]=3[CH:30]=2)=[CH:13][CH:14]=1)[CH2:2][CH2:3][CH3:4]. (7) Given the reactants C[N:2]1[CH:7]=[CH:6][CH:5]=[N:4][CH2:3]1.[Mn]([O-])(=O)(=O)=O.[K+].[C:14](=O)([O-:16])[O-:15].[Na+].[Na+], predict the reaction product. The product is: [N:2]1[CH:7]=[CH:6][C:5]([C:14]([OH:16])=[O:15])=[N:4][CH:3]=1.